This data is from Forward reaction prediction with 1.9M reactions from USPTO patents (1976-2016). The task is: Predict the product of the given reaction. (1) The product is: [Cl:25][C:26]1[CH:27]=[C:28]([CH2:33][CH2:34][NH:35][CH2:20][C:19]2[CH:22]=[CH:23][CH:24]=[C:17]([C:15]3[O:14][N:13]=[C:12]([CH2:1][CH2:2][CH2:3][CH2:4][CH2:5][CH2:6][CH2:7][CH2:8][CH2:9][CH2:10][CH3:11])[N:16]=3)[CH:18]=2)[CH:29]=[CH:30][C:31]=1[Cl:32]. Given the reactants [CH2:1]([C:12]1[N:16]=[C:15]([C:17]2[CH:18]=[C:19]([CH:22]=[CH:23][CH:24]=2)[CH:20]=O)[O:14][N:13]=1)[CH2:2][CH2:3][CH2:4][CH2:5][CH2:6][CH2:7][CH2:8][CH2:9][CH2:10][CH3:11].[Cl:25][C:26]1[CH:27]=[C:28]([CH2:33][CH2:34][NH2:35])[CH:29]=[CH:30][C:31]=1[Cl:32], predict the reaction product. (2) Given the reactants [NH2:1][C:2]1[CH:3]=[C:4]([N:8]([CH:22]2[CH2:24][CH2:23]2)[C:9]2[N:10]=[CH:11][C:12]3[N:17]=[C:16]([NH:18][C:19](=[O:21])[CH3:20])[S:15][C:13]=3[N:14]=2)[CH:5]=[CH:6][CH:7]=1.[C:25]([C:27]([C:30]1[CH:31]=[C:32]([CH:36]=[CH:37][CH:38]=1)[C:33](O)=[O:34])([CH3:29])[CH3:28])#[N:26].F[P-](F)(F)(F)(F)F.N1(OC(N(C)C)=[N+](C)C)C2N=CC=CC=2N=N1.C(=O)([O-])O.[Na+], predict the reaction product. The product is: [C:19]([NH:18][C:16]1[S:15][C:13]2[N:14]=[C:9]([N:8]([CH:22]3[CH2:24][CH2:23]3)[C:4]3[CH:3]=[C:2]([NH:1][C:33](=[O:34])[C:32]4[CH:36]=[CH:37][CH:38]=[C:30]([C:27]([C:25]#[N:26])([CH3:28])[CH3:29])[CH:31]=4)[CH:7]=[CH:6][CH:5]=3)[N:10]=[CH:11][C:12]=2[N:17]=1)(=[O:21])[CH3:20]. (3) Given the reactants [CH2:1]([C:8]1[CH:9]=[N:10][C:11]2[C:16]([C:17]=1[C:18]1[CH:19]=[C:20]([NH2:24])[CH:21]=[CH:22][CH:23]=1)=[CH:15][CH:14]=[CH:13][C:12]=2[C:25]([F:28])([F:27])[F:26])[C:2]1[CH:7]=[CH:6][CH:5]=[CH:4][CH:3]=1.[O:29]([C:31]1[CH:38]=[C:37]([O:39][CH3:40])[CH:36]=[CH:35][C:32]=1[CH:33]=O)[CH3:30], predict the reaction product. The product is: [CH2:1]([C:8]1[CH:9]=[N:10][C:11]2[C:16]([C:17]=1[C:18]1[CH:19]=[C:20]([NH:24][CH2:33][C:32]3[CH:35]=[CH:36][C:37]([O:39][CH3:40])=[CH:38][C:31]=3[O:29][CH3:30])[CH:21]=[CH:22][CH:23]=1)=[CH:15][CH:14]=[CH:13][C:12]=2[C:25]([F:28])([F:26])[F:27])[C:2]1[CH:3]=[CH:4][CH:5]=[CH:6][CH:7]=1.